Dataset: Peptide-MHC class II binding affinity with 134,281 pairs from IEDB. Task: Regression. Given a peptide amino acid sequence and an MHC pseudo amino acid sequence, predict their binding affinity value. This is MHC class II binding data. (1) The peptide sequence is NVWERHYLAGEMTLM. The MHC is DRB1_0301 with pseudo-sequence DRB1_0301. The binding affinity (normalized) is 0.280. (2) The peptide sequence is SERPQASGVYMGNLT. The MHC is H-2-IAd with pseudo-sequence H-2-IAd. The binding affinity (normalized) is 0.722. (3) The peptide sequence is LGTCQTLTPMMSSKF. The MHC is HLA-DPA10103-DPB10401 with pseudo-sequence HLA-DPA10103-DPB10401. The binding affinity (normalized) is 0.464. (4) The peptide sequence is CKKYFAATQFEPLAA. The MHC is HLA-DPA10201-DPB11401 with pseudo-sequence HLA-DPA10201-DPB11401. The binding affinity (normalized) is 0.807. (5) The peptide sequence is ALREKVLGLPAIKAW. The MHC is DRB1_0404 with pseudo-sequence DRB1_0404. The binding affinity (normalized) is 0.517. (6) The peptide sequence is SLIQKVVIFILLMLV. The MHC is DRB1_1501 with pseudo-sequence DRB1_1501. The binding affinity (normalized) is 0.275.